Predict the reactants needed to synthesize the given product. From a dataset of Full USPTO retrosynthesis dataset with 1.9M reactions from patents (1976-2016). (1) Given the product [OH:27][C:24]1([C:2]2[CH:10]=[C:9]3[C:5]([CH:6]=[CH:7][N:8]3[CH2:11][CH2:12][N:13]([CH3:15])[CH3:14])=[CH:4][CH:3]=2)[CH2:25][CH2:26][O:21][CH2:22][CH2:23]1, predict the reactants needed to synthesize it. The reactants are: Br[C:2]1[CH:10]=[C:9]2[C:5]([CH:6]=[CH:7][N:8]2[CH2:11][CH2:12][N:13]([CH3:15])[CH3:14])=[CH:4][CH:3]=1.[Li]CCCC.[O:21]1[CH2:26][CH2:25][C:24](=[O:27])[CH2:23][CH2:22]1. (2) Given the product [C:4]([O:3][C:1](=[O:2])[N:8]([C@@H:9]([CH3:10])[CH2:11][OH:12])[CH3:14])([CH3:7])([CH3:5])[CH3:6], predict the reactants needed to synthesize it. The reactants are: [C:1]([N:8]([CH3:14])[C@H:9]([C:11](O)=[O:12])[CH3:10])([O:3][C:4]([CH3:7])([CH3:6])[CH3:5])=[O:2].B.C1COCC1.O.C([O-])([O-])=O.[Na+].[Na+]. (3) Given the product [O:20]=[C:4]1[C:5]2[C:10](=[CH:9][CH:8]=[C:7]([C:22]3[CH:23]=[C:24]([NH2:25])[CH:26]=[CH:27][CH:28]=3)[CH:6]=2)[O:1][CH:2]=[CH:3]1, predict the reactants needed to synthesize it. The reactants are: [O:1]1[C:10]2[C:5](=[CH:6][C:7](B3OC(C)(C)C(C)(C)O3)=[CH:8][CH:9]=2)[C:4](=[O:20])[CH:3]=[CH:2]1.Br[C:22]1[CH:23]=[C:24]([CH:26]=[CH:27][CH:28]=1)[NH2:25].[O-]P([O-])([O-])=O.[K+].[K+].[K+].C1(P(C2CCCCC2)C2CCCCC2)CCCCC1.